Dataset: Full USPTO retrosynthesis dataset with 1.9M reactions from patents (1976-2016). Task: Predict the reactants needed to synthesize the given product. (1) Given the product [CH2:11]([O:18][C:19]1[CH:20]=[CH:21][C:22]([N:25]2[C:5]([NH2:6])=[CH:4][C:3]([C:2]([CH3:9])([CH3:8])[CH3:1])=[N:26]2)=[CH:23][CH:24]=1)[C:12]1[CH:13]=[CH:14][CH:15]=[CH:16][CH:17]=1, predict the reactants needed to synthesize it. The reactants are: [CH3:1][C:2]([CH3:9])([CH3:8])[C:3](=O)[CH2:4][C:5]#[N:6].Cl.[CH2:11]([O:18][C:19]1[CH:24]=[CH:23][C:22]([NH:25][NH2:26])=[CH:21][CH:20]=1)[C:12]1[CH:17]=[CH:16][CH:15]=[CH:14][CH:13]=1. (2) The reactants are: F[C:2]1[C:11]2[C:6](=[CH:7][CH:8]=[C:9]([OH:12])[CH:10]=2)[N:5]=[C:4]([C:13]2[CH:21]=[CH:20][C:16]([C:17]([OH:19])=[O:18])=[CH:15][CH:14]=2)[CH:3]=1.[NH:22]([CH3:24])[CH3:23].Cl.CCN(C(C)C)C(C)C. Given the product [CH3:23][N:22]([CH3:24])[C:2]1[C:11]2[C:6](=[CH:7][CH:8]=[C:9]([OH:12])[CH:10]=2)[N:5]=[C:4]([C:13]2[CH:21]=[CH:20][C:16]([C:17]([OH:19])=[O:18])=[CH:15][CH:14]=2)[CH:3]=1, predict the reactants needed to synthesize it. (3) Given the product [F:14][CH:13]([F:15])[C:8]1[CH:9]=[CH:10][CH:11]=[CH:12][C:7]=1[CH:19]=[O:20], predict the reactants needed to synthesize it. The reactants are: [Li]CCCC.Br[C:7]1[CH:12]=[CH:11][CH:10]=[CH:9][C:8]=1[CH:13]([F:15])[F:14].CN([CH:19]=[O:20])C. (4) Given the product [CH3:23][C:24]([CH3:29])([CH3:28])[CH2:25][CH2:26]/[N:27]=[CH:8]/[C:4]1[CH:5]=[CH:6][CH:7]=[C:2]([F:1])[C:3]=1[CH:10]1[CH2:15][CH2:14][N:13]([C:16]([O:18][C:19]([CH3:22])([CH3:21])[CH3:20])=[O:17])[CH2:12][CH2:11]1, predict the reactants needed to synthesize it. The reactants are: [F:1][C:2]1[CH:7]=[CH:6][CH:5]=[C:4]([CH:8]=O)[C:3]=1[CH:10]1[CH2:15][CH2:14][N:13]([C:16]([O:18][C:19]([CH3:22])([CH3:21])[CH3:20])=[O:17])[CH2:12][CH2:11]1.[CH3:23][C:24]([CH3:29])([CH3:28])[CH2:25][CH2:26][NH2:27]. (5) Given the product [NH2:12][C:10]([C:19]1[C:27]([O:28][CH:29]([F:31])[F:30])=[CH:26][C:25]([CH3:32])=[C:24]2[C:20]=1[CH:21]=[CH:22][N:23]2[C:33]([O:35][C:36]([CH3:39])([CH3:38])[CH3:37])=[O:34])([C:8]1[NH:7][C:6]2[CH:48]=[CH:49][C:3]([C:1]#[N:2])=[CH:4][C:5]=2[N:9]=1)[CH3:11], predict the reactants needed to synthesize it. The reactants are: [C:1]([C:3]1[CH:49]=[CH:48][C:6]2[N:7](COCC[Si](C)(C)C)[C:8]([C:10]([C:19]3[C:27]([O:28][CH:29]([F:31])[F:30])=[CH:26][C:25]([CH3:32])=[C:24]4[C:20]=3[CH:21]=[CH:22][N:23]4[C:33]([O:35][C:36]([CH3:39])([CH3:38])[CH3:37])=[O:34])([NH:12]S(C(C)(C)C)=O)[CH3:11])=[N:9][C:5]=2[CH:4]=1)#[N:2].C(C1C=CC2N=C(C(C3C(OC(F)F)=CC(C)=C4C=3C=CN4C(OC(C)(C)C)=O)(NS(C(C)(C)C)=O)C)N(COCC[Si](C)(C)C)C=2C=1)#N.Cl. (6) Given the product [NH2:20][C:5]1[CH:4]=[C:3]([O:2][CH3:1])[CH:8]=[CH:7][C:6]=1[C:9]1[O:10][C:11]2[C:16]([C:17](=[O:19])[CH:18]=1)=[CH:15][CH:14]=[CH:13][CH:12]=2, predict the reactants needed to synthesize it. The reactants are: [CH3:1][O:2][C:3]1[CH:8]=[CH:7][C:6]([C:9]2[O:10][C:11]3[C:16]([C:17](=[O:19])[CH:18]=2)=[CH:15][CH:14]=[CH:13][CH:12]=3)=[C:5]([N+:20]([O-])=O)[CH:4]=1.Cl[Sn]Cl. (7) The reactants are: [Br:1][C:2]1[CH:11]=[N:10][CH:9]=[C:8]2[C:3]=1[CH:4]=[C:5]([C:12]([OH:14])=O)[CH:6]=[N:7]2.C(N1C=CN=C1)([N:17]1C=CN=C1)=O.[OH-].[NH4+]. Given the product [Br:1][C:2]1[CH:11]=[N:10][CH:9]=[C:8]2[C:3]=1[CH:4]=[C:5]([C:12]([NH2:17])=[O:14])[CH:6]=[N:7]2, predict the reactants needed to synthesize it.